From a dataset of Forward reaction prediction with 1.9M reactions from USPTO patents (1976-2016). Predict the product of the given reaction. (1) Given the reactants [Cl:1][C:2]1[C:7]([CH:8]([C:10]2[CH:11]=[N:12][N:13]([CH3:22])[C:14]=2[C:15]2[CH:20]=[CH:19][C:18]([CH3:21])=[CH:17][CH:16]=2)[OH:9])=[C:6]([Cl:23])[N:5]=[CH:4][N:3]=1.CC(OI1(OC(C)=O)(OC(C)=O)OC(=O)C2C=CC=CC1=2)=O, predict the reaction product. The product is: [Cl:23][C:6]1[C:7]([C:8]([C:10]2[CH:11]=[N:12][N:13]([CH3:22])[C:14]=2[C:15]2[CH:20]=[CH:19][C:18]([CH3:21])=[CH:17][CH:16]=2)=[O:9])=[C:2]([Cl:1])[N:3]=[CH:4][N:5]=1. (2) Given the reactants [O:1]1[CH2:6][CH2:5][C:4]([C:12]([O:14]CC)=[O:13])([C:7]([O:9]CC)=[O:8])[CH2:3][CH2:2]1.[OH-].[Na+], predict the reaction product. The product is: [O:1]1[CH2:2][CH2:3][C:4]([C:7]([OH:9])=[O:8])([C:12]([OH:14])=[O:13])[CH2:5][CH2:6]1. (3) The product is: [N+:1]([C:4]1[CH:5]=[C:6]([Br:13])[C:7]2[S:11][CH:10]=[N:9][C:8]=2[CH:12]=1)([O-:3])=[O:2]. Given the reactants [N+:1]([C:4]1[C:5](N)=[C:6]([Br:13])[C:7]2[S:11][CH:10]=[N:9][C:8]=2[CH:12]=1)([O-:3])=[O:2].N(OS(=O)(=O)O)=O.O[PH2]=O.CCOC(C)=O, predict the reaction product. (4) Given the reactants [CH:1]1([N:4]2[C:12]3[C:7](=[N:8][CH:9]=[CH:10][N:11]=3)[N:6]([C@H:13]3[CH2:16][C@H:15]([NH:17][C:18]4[S:19][C:20]([C:23](O)=[O:24])=[CH:21][N:22]=4)[CH2:14]3)[C:5]2=[O:26])[CH2:3][CH2:2]1.F[P-](F)(F)(F)(F)F.[N:34]1(O[P+](N2CCCC2)(N2CCCC2)N2CCCC2)[C:38]2C=C[CH:41]=[CH:42][C:37]=2[N:36]=N1.C(N(C(C)C)CC)(C)C.Cl.NC1(C#N)CC1, predict the reaction product. The product is: [C:38]([C:37]1([NH:36][C:23]([C:20]2[S:19][C:18]([NH:17][C@H:15]3[CH2:16][C@H:13]([N:6]4[C:7]5=[N:8][CH:9]=[CH:10][N:11]=[C:12]5[N:4]([CH:1]5[CH2:2][CH2:3]5)[C:5]4=[O:26])[CH2:14]3)=[N:22][CH:21]=2)=[O:24])[CH2:41][CH2:42]1)#[N:34]. (5) Given the reactants [NH2:1][C@H:2]([C:7]([O:9][CH2:10][C:11]1[CH:16]=[CH:15][CH:14]=[CH:13][CH:12]=1)=[O:8])[CH2:3][CH:4]([CH3:6])[CH3:5].[CH3:17][C:18]1[CH:19]=[CH:20][C:21](S(O)(=O)=O)=[CH:22][CH:23]=1.C([N:30]([CH2:33][CH3:34])CC)C.C1C=CC2N([OH:44])N=NC=2C=1.N(C(OCC1C2C(=CC=CC=2)C2C1=CC=CC=2)=O)[C@H](C(O)=O)CC1C=CC([O:54][C:55]([CH3:58])([CH3:57])[CH3:56])=CC=1.CCN=C=NCCCN(C)C.Cl.C(O)(=O)C(CC(O)=O)S.C1CCN2C(=NCCC2)CC1.S(O)(C)(=O)=O, predict the reaction product. The product is: [NH2:30][C@H:33]([C:34]([NH:1][C@H:2]([C:7]([O:9][CH2:10][C:11]1[CH:16]=[CH:15][CH:14]=[CH:13][CH:12]=1)=[O:8])[CH2:3][CH:4]([CH3:6])[CH3:5])=[O:44])[CH2:17][C:18]1[CH:19]=[CH:20][C:21]([O:54][C:55]([CH3:58])([CH3:57])[CH3:56])=[CH:22][CH:23]=1. (6) Given the reactants F[P-](F)(F)(F)(F)F.N1(OC(N(C)C)=[N+](C)C)C2C=CC=CC=2N=N1.C(C(C(C)C)(NCC)C)(C)C.[Cl:36][C:37]1[CH:62]=[CH:61][C:40]([CH2:41][N:42]2[C:51]3[C:46](=[CH:47][C:48]([O:54][CH3:55])=[C:49]([O:52][CH3:53])[CH:50]=3)[C:45](=[O:56])[C:44]([C:57]([NH:59][OH:60])=[NH:58])=[CH:43]2)=[CH:39][CH:38]=1.[C:63]1([CH2:69][C:70](O)=O)[CH:68]=[CH:67][CH:66]=[CH:65][CH:64]=1, predict the reaction product. The product is: [CH2:69]([C:70]1[O:60][N:59]=[C:57]([C:44]2[C:45](=[O:56])[C:46]3[C:51](=[CH:50][C:49]([O:52][CH3:53])=[C:48]([O:54][CH3:55])[CH:47]=3)[N:42]([CH2:41][C:40]3[CH:39]=[CH:38][C:37]([Cl:36])=[CH:62][CH:61]=3)[CH:43]=2)[N:58]=1)[C:63]1[CH:68]=[CH:67][CH:66]=[CH:65][CH:64]=1. (7) The product is: [NH2:1][C:2]1[N:3]([CH3:25])[C:4](=[O:24])[C:5]2([C:12]3[CH:13]=[CH:14][C:15]([O:17][CH3:18])=[CH:16][C:11]=3[CH2:10][CH2:9][C:8]3[CH:19]=[CH:20][C:21]([C:26]4[CH:31]=[CH:30][CH:29]=[CH:28][CH:27]=4)=[CH:22][C:7]2=3)[N:6]=1. Given the reactants [NH2:1][C:2]1[N:3]([CH3:25])[C:4](=[O:24])[C:5]2([C:12]3[CH:13]=[CH:14][C:15]([O:17][CH3:18])=[CH:16][C:11]=3[CH2:10][CH2:9][C:8]3[CH:19]=[CH:20][C:21](Br)=[CH:22][C:7]2=3)[N:6]=1.[C:26]1(B(O)O)[CH:31]=[CH:30][CH:29]=[CH:28][CH:27]=1, predict the reaction product.